Predict the product of the given reaction. From a dataset of Forward reaction prediction with 1.9M reactions from USPTO patents (1976-2016). (1) Given the reactants CN.[NH2:3][C:4]1[C:5]([C:9]2[N:10]([CH2:36][CH3:37])[C:11]3[CH:16]=[C:15]([CH2:17][N:18]4C(=O)C5C(=CC=CC=5)C4=O)[N:14]=[C:13]([C:29]#[C:30][C:31]([OH:34])([CH3:33])[CH3:32])[C:12]=3[N:35]=2)=[N:6][O:7][N:8]=1, predict the reaction product. The product is: [NH2:18][CH2:17][C:15]1[N:14]=[C:13]([C:29]#[C:30][C:31]([CH3:33])([OH:34])[CH3:32])[C:12]2[N:35]=[C:9]([C:5]3[C:4]([NH2:3])=[N:8][O:7][N:6]=3)[N:10]([CH2:36][CH3:37])[C:11]=2[CH:16]=1. (2) Given the reactants [O:1]=[C:2]1[CH2:5][CH:4]([C:6]([OH:8])=[O:7])[CH2:3]1.CO.Cl.[CH2:12](N=C=NCCCN(C)C)C, predict the reaction product. The product is: [O:1]=[C:2]1[CH2:5][CH:4]([C:6]([O:8][CH3:12])=[O:7])[CH2:3]1. (3) Given the reactants [Si]([O:8][C:9]1[CH:14]=[CH:13][C:12]([N:15]2[CH:20]=[CH:19][C:18]3[O:21][C:22]([C:24]4[CH:29]=[CH:28][C:27]([Cl:30])=[CH:26][CH:25]=4)=[CH:23][C:17]=3[C:16]2=[O:31])=[CH:11][C:10]=1[O:32][CH3:33])(C(C)(C)C)(C)C.CCCC[N+](CCCC)(CCCC)CCCC.[F-].Cl, predict the reaction product. The product is: [Cl:30][C:27]1[CH:26]=[CH:25][C:24]([C:22]2[O:21][C:18]3[CH:19]=[CH:20][N:15]([C:12]4[CH:13]=[CH:14][C:9]([OH:8])=[C:10]([O:32][CH3:33])[CH:11]=4)[C:16](=[O:31])[C:17]=3[CH:23]=2)=[CH:29][CH:28]=1. (4) Given the reactants [F:1][C:2]1[CH:18]=[CH:17][C:5]([CH2:6][NH:7][C:8]([C:10]2([C:13]([F:16])([F:15])[F:14])[CH2:12][CH2:11]2)=[O:9])=[CH:4][C:3]=1[N+:19]([O-])=O.[NH4+].[Cl-], predict the reaction product. The product is: [NH2:19][C:3]1[CH:4]=[C:5]([CH:17]=[CH:18][C:2]=1[F:1])[CH2:6][NH:7][C:8]([C:10]1([C:13]([F:14])([F:15])[F:16])[CH2:11][CH2:12]1)=[O:9]. (5) Given the reactants Cl.[NH2:2][C@@H:3]1[CH2:8][CH2:7][C@H:6]([NH:9][C:10]([C:12]2[C:16]3=[N:17][CH:18]=[CH:19][C:20]([C:21]4[CH:26]=[C:25]([CH3:27])[CH:24]=[CH:23][C:22]=4[O:28][CH2:29][CH:30]4[CH2:32][CH2:31]4)=[C:15]3[NH:14][C:13]=2[CH3:33])=[O:11])[CH2:5][CH2:4]1.[C:34](Cl)(=[O:37])[CH2:35][CH3:36], predict the reaction product. The product is: [CH:30]1([CH2:29][O:28][C:22]2[CH:23]=[CH:24][C:25]([CH3:27])=[CH:26][C:21]=2[C:20]2[CH:19]=[CH:18][N:17]=[C:16]3[C:12]([C:10]([NH:9][C@H:6]4[CH2:7][CH2:8][C@@H:3]([NH:2][C:34](=[O:37])[CH2:35][CH3:36])[CH2:4][CH2:5]4)=[O:11])=[C:13]([CH3:33])[NH:14][C:15]=23)[CH2:31][CH2:32]1. (6) Given the reactants C([Li])CCC.[CH3:6][N:7]1[CH:11]=[CH:10][CH:9]=[N:8]1.[O:12]1[CH2:14][CH2:13]1, predict the reaction product. The product is: [CH3:6][N:7]1[C:11]([CH2:14][CH2:13][OH:12])=[CH:10][CH:9]=[N:8]1. (7) Given the reactants [CH3:1][NH:2][C:3]1[CH:4]=[C:5]([OH:12])[CH:6]=[CH:7][C:8]=1[N+:9]([O-])=O.[CH:13](O)=O, predict the reaction product. The product is: [CH3:1][N:2]1[C:3]2[CH:4]=[C:5]([OH:12])[CH:6]=[CH:7][C:8]=2[N:9]=[CH:13]1. (8) Given the reactants FC(F)(F)C(O)=O.C([C:15]1[CH:39]=[C:38]([NH:40][NH2:41])[CH:37]=[CH:36][C:16]=1[C:17]([N:19]([C:21](=[O:35])[CH2:22][CH2:23][CH2:24][CH2:25][C@H:26]1[C@@H:34]2[C@@H:29]([NH:30][C:31]([NH:33]2)=[O:32])[CH2:28][S:27]1)[NH2:20])=[O:18])(OC(C)(C)C)=O, predict the reaction product. The product is: [NH:40]([C:38]1[CH:39]=[CH:15][C:16]([C:17]([N:19]([C:21](=[O:35])[CH2:22][CH2:23][CH2:24][CH2:25][C@H:26]2[C@@H:34]3[C@@H:29]([NH:30][C:31]([NH:33]3)=[O:32])[CH2:28][S:27]2)[NH2:20])=[O:18])=[CH:36][CH:37]=1)[NH2:41].